From a dataset of Full USPTO retrosynthesis dataset with 1.9M reactions from patents (1976-2016). Predict the reactants needed to synthesize the given product. (1) Given the product [Cl:1][C:2]1[C:7]([Cl:8])=[CH:6][CH:5]=[C:4]([Cl:9])[C:3]=1[CH:10]([O:12][C:13]1[CH:14]=[CH:15][C:16]2[N:17]=[C:21]([NH2:22])[S:20][C:18]=2[CH:19]=1)[CH3:11], predict the reactants needed to synthesize it. The reactants are: [Cl:1][C:2]1[C:7]([Cl:8])=[CH:6][CH:5]=[C:4]([Cl:9])[C:3]=1[CH:10]([O:12][C:13]1[CH:19]=[CH:18][C:16]([NH2:17])=[CH:15][CH:14]=1)[CH3:11].[S-:20][C:21]#[N:22].[K+].BrBr. (2) Given the product [CH:1]([O:4][C:5]([C@H:7]1[CH2:8][CH2:9][C@H:10]([C:13]2[CH:14]=[CH:15][C:16]([NH:19][C:21]([NH:20][C:23]3[CH:28]=[C:27]([CH3:29])[CH:26]=[CH:25][C:24]=3[O:30][CH3:31])=[O:22])=[CH:17][CH:18]=2)[CH2:11][CH2:12]1)=[O:6])([CH3:3])[CH3:2], predict the reactants needed to synthesize it. The reactants are: [CH:1]([O:4][C:5]([C@H:7]1[CH2:12][CH2:11][C@H:10]([C:13]2[CH:18]=[CH:17][C:16]([NH2:19])=[CH:15][CH:14]=2)[CH2:9][CH2:8]1)=[O:6])([CH3:3])[CH3:2].[N:20]([C:23]1[CH:28]=[C:27]([CH3:29])[CH:26]=[CH:25][C:24]=1[O:30][CH3:31])=[C:21]=[O:22].C(O)C(N)(CO)CO. (3) Given the product [F:17][C:16]1[C:11]([C:9]#[N:10])=[N:12][CH:13]=[CH:14][C:15]=1[I:18], predict the reactants needed to synthesize it. The reactants are: [Li+].CC([N-]C(C)C)C.[C:9]([C:11]1[C:16]([F:17])=[CH:15][CH:14]=[CH:13][N:12]=1)#[N:10].[I:18]I. (4) Given the product [F:24][C:23]1[CH:22]=[CH:21][CH:20]=[C:19]([F:25])[C:18]=1[CH2:17][N:14]1[C:13](=[O:26])[N:12]([C:27]2[CH:32]=[CH:31][CH:30]=[C:29]([O:33][CH3:34])[C:28]=2[F:35])[C:11](=[O:36])[C:10]2=[C:9]([CH2:37][N:38]([CH3:39])[CH3:40])[C:8]([C:5]3[CH:6]=[CH:7][C:2]([NH:1][C:44]([NH:43][CH2:41][CH3:42])=[O:45])=[CH:3][CH:4]=3)=[CH:16][N:15]12, predict the reactants needed to synthesize it. The reactants are: [NH2:1][C:2]1[CH:7]=[CH:6][C:5]([C:8]2[C:9]([CH2:37][N:38]([CH3:40])[CH3:39])=[C:10]3[N:15]([CH:16]=2)[N:14]([CH2:17][C:18]2[C:23]([F:24])=[CH:22][CH:21]=[CH:20][C:19]=2[F:25])[C:13](=[O:26])[N:12]([C:27]2[CH:32]=[CH:31][CH:30]=[C:29]([O:33][CH3:34])[C:28]=2[F:35])[C:11]3=[O:36])=[CH:4][CH:3]=1.[CH2:41]([N:43]=[C:44]=[O:45])[CH3:42]. (5) Given the product [O:1]1[CH2:5][CH2:4][CH:3]([S:6]([C:7]2[CH:8]=[CH:9][C:10]([C:11]([O:13][CH3:14])=[O:12])=[CH:15][CH:16]=2)(=[O:25])=[O:17])[CH2:2]1, predict the reactants needed to synthesize it. The reactants are: [O:1]1[CH2:5][CH2:4][CH:3]([S:6][C:7]2[CH:16]=[CH:15][C:10]([C:11]([O:13][CH3:14])=[O:12])=[CH:9][CH:8]=2)[CH2:2]1.[OH2:17].OOS([O-])=O.[K+].C[OH:25]. (6) The reactants are: [F:1][C:2]1[CH:10]=[CH:9][C:5]([C:6]([OH:8])=[O:7])=[C:4]([OH:11])[CH:3]=1.S(=O)(=O)(O)O.[CH3:17]O. Given the product [F:1][C:2]1[CH:10]=[CH:9][C:5]([C:6]([O:8][CH3:17])=[O:7])=[C:4]([OH:11])[CH:3]=1, predict the reactants needed to synthesize it. (7) Given the product [CH2:1]([NH:8][C:9]([C:11]1([CH2:24][CH2:25][CH2:26][CH2:27][N:41]2[CH2:42][CH2:43][N:38]([C:36](=[O:37])[CH2:35][C:29]3[CH:30]=[CH:31][CH:32]=[CH:33][CH:34]=3)[CH2:39][CH2:40]2)[C:23]2[CH:22]=[CH:21][CH:20]=[CH:19][C:18]=2[C:17]2[C:12]1=[CH:13][CH:14]=[CH:15][CH:16]=2)=[O:10])[C:2]1[CH:7]=[CH:6][CH:5]=[CH:4][CH:3]=1, predict the reactants needed to synthesize it. The reactants are: [CH2:1]([NH:8][C:9]([C:11]1([CH2:24][CH2:25][CH2:26][CH2:27]Br)[C:23]2[CH:22]=[CH:21][CH:20]=[CH:19][C:18]=2[C:17]2[C:12]1=[CH:13][CH:14]=[CH:15][CH:16]=2)=[O:10])[C:2]1[CH:7]=[CH:6][CH:5]=[CH:4][CH:3]=1.[C:29]1([CH2:35][C:36]([N:38]2[CH2:43][CH2:42][NH:41][CH2:40][CH2:39]2)=[O:37])[CH:34]=[CH:33][CH:32]=[CH:31][CH:30]=1. (8) Given the product [C:25]([O:10][C:9]1[CH:11]=[CH:12][C:3]([CH:2]=[O:1])=[CH:4][C:5]=1[O:6][CH2:7][CH3:8])(=[O:26])/[CH:24]=[CH:23]/[C:22]([O:21][CH2:19][CH3:20])=[O:28], predict the reactants needed to synthesize it. The reactants are: [O:1]=[CH:2][C:3]1[CH:12]=[CH:11][C:9]([OH:10])=[C:5]([O:6][CH2:7][CH3:8])[CH:4]=1.N1C=CC=CC=1.[CH2:19]([O:21][C:22](=[O:28])[CH:23]=[CH:24][C:25](Cl)=[O:26])[CH3:20]. (9) Given the product [CH3:1][C:2]([CH2:10][CH2:11][CH2:12][CH:13]([CH3:20])[CH2:14][CH2:15][CH2:16][CH:17]([CH3:19])[CH3:18])=[CH:3][CH2:4][CH2:5][C:6]([O:8][CH2:9][C@@H:21]([C@@H:22]([CH2:24][OH:25])[OH:23])[OH:28])=[O:7], predict the reactants needed to synthesize it. The reactants are: [CH3:1][C:2]([CH2:10][CH2:11][CH2:12][CH:13]([CH3:20])[CH2:14][CH2:15][CH2:16][CH:17]([CH3:19])[CH3:18])=[CH:3][CH2:4][CH2:5][C:6]([O:8][CH3:9])=[O:7].[CH2:21]([OH:28])[C@@H:22]([C@@H:24](CO)[OH:25])[OH:23].C(=O)([O-])[O-].[K+].[K+].Cl. (10) Given the product [C:58]([O:57][C:55]([NH:54][CH2:53][CH2:52][O:51][C:48]1[CH:47]=[CH:46][C:45]([NH:44][C:42](=[O:43])[C@@H:33]([NH:32][C:24](=[O:25])[CH2:23][NH:22][C:20](=[O:21])[C:19]2[CH:27]=[CH:28][CH:29]=[C:17]([N:16]=[C:7]([NH:6][C:5](=[O:30])[O:4][C:2]([CH3:31])([CH3:3])[CH3:1])[NH:8][C:9](=[O:15])[O:10][C:11]([CH3:14])([CH3:13])[CH3:12])[CH:18]=2)[CH2:34][C:35]([O:37][C:38]([CH3:40])([CH3:41])[CH3:39])=[O:36])=[CH:50][CH:49]=1)=[O:56])([CH3:61])([CH3:60])[CH3:59], predict the reactants needed to synthesize it. The reactants are: [CH3:1][C:2]([CH3:31])([O:4][C:5](=[O:30])[NH:6][C:7](=[N:16][C:17]1[CH:18]=[C:19]([CH:27]=[CH:28][CH:29]=1)[C:20]([NH:22][CH2:23][C:24](O)=[O:25])=[O:21])[NH:8][C:9](=[O:15])[O:10][C:11]([CH3:14])([CH3:13])[CH3:12])[CH3:3].[NH2:32][C@H:33]([C:42]([NH:44][C:45]1[CH:50]=[CH:49][C:48]([O:51][CH2:52][CH2:53][NH:54][C:55]([O:57][C:58]([CH3:61])([CH3:60])[CH3:59])=[O:56])=[CH:47][CH:46]=1)=[O:43])[CH2:34][C:35]([O:37][C:38]([CH3:41])([CH3:40])[CH3:39])=[O:36].